From a dataset of Reaction yield outcomes from USPTO patents with 853,638 reactions. Predict the reaction yield, written as a fraction of the theoretical maximum amount of product (1.0 means a 100% yield; for example, 0.34 means a 34% yield). (1) The reactants are Cl.Cl.N[C@@H:4]1[CH2:9][CH:8]2[CH2:10][CH2:11][N:5]1[CH2:6][CH2:7]2.C([N:14](CC)CC)C.[F:19][C:20]([F:36])([F:35])[C:21]1[O:25][N:24]=[C:23]([C:26]2[S:30][C:29]([C:31](Cl)=[O:32])=[CH:28][CH:27]=2)[C:22]=1[CH3:34]. The catalyst is ClCCl. The product is [N:5]12[CH2:11][CH2:10][CH:8]([CH2:7][CH2:6]1)[C@H:9]([NH:14][C:31]([C:29]1[S:30][C:26]([C:23]3[C:22]([CH3:34])=[C:21]([C:20]([F:36])([F:35])[F:19])[O:25][N:24]=3)=[CH:27][CH:28]=1)=[O:32])[CH2:4]2. The yield is 0.400. (2) The reactants are [F:1][C:2]1[CH:7]=[CH:6][CH:5]=[CH:4][C:3]=1[N:8]1[C:16]2[C:11](=[C:12]([N:17]3[CH2:21][CH2:20][N:19]([CH:22]4[CH2:25][N:24](C(OC(C)(C)C)=O)[CH2:23]4)[C:18]3=[O:33])[CH:13]=[CH:14][CH:15]=2)[CH:10]=[N:9]1.FC(F)(F)C(O)=O. The catalyst is ClCCl. The product is [NH:24]1[CH2:23][CH:22]([N:19]2[CH2:20][CH2:21][N:17]([C:12]3[CH:13]=[CH:14][CH:15]=[C:16]4[C:11]=3[CH:10]=[N:9][N:8]4[C:3]3[CH:4]=[CH:5][CH:6]=[CH:7][C:2]=3[F:1])[C:18]2=[O:33])[CH2:25]1. The yield is 0.930. (3) The reactants are [CH2:1]([O:8][CH2:9][N:10]1[N:14]=[N:13][CH:12]=[N:11]1)[C:2]1[CH:7]=[CH:6][CH:5]=[CH:4][CH:3]=1.CN(C)CCN(C)C.C([Li])CCC.[CH2:28]([Sn:32](Cl)([CH2:37][CH2:38][CH2:39][CH3:40])[CH2:33][CH2:34][CH2:35][CH3:36])[CH2:29][CH2:30][CH3:31]. The catalyst is C(OCC)C. The product is [CH2:1]([O:8][CH2:9][N:10]1[N:14]=[N:13][C:12]([Sn:32]([CH2:33][CH2:34][CH2:35][CH3:36])([CH2:37][CH2:38][CH2:39][CH3:40])[CH2:28][CH2:29][CH2:30][CH3:31])=[N:11]1)[C:2]1[CH:3]=[CH:4][CH:5]=[CH:6][CH:7]=1. The yield is 0.600. (4) The reactants are N[C:2]1[CH:7]=[C:6]([Cl:8])[CH:5]=[CH:4][C:3]=1[S:9]([NH:12][C:13]1[CH:14]=[CH:15][CH:16]=[C:17]2[C:22]=1[N:21]=[CH:20][CH:19]=[C:18]2[C:23]([F:26])([F:25])[F:24])(=[O:11])=[O:10].N(OC(C)(C)C)=O.CC(O)=O. The catalyst is C1COCC1. The product is [Cl:8][C:6]1[CH:5]=[C:4]2[C:3]([S:9](=[O:10])(=[O:11])[NH:12][C:13]3[C:14]2=[CH:15][CH:16]=[C:17]2[C:22]=3[N:21]=[CH:20][CH:19]=[C:18]2[C:23]([F:26])([F:24])[F:25])=[CH:2][CH:7]=1. The yield is 0.180. (5) The reactants are [CH3:1][S:2](Cl)(=[O:4])=[O:3].[F:6][C:7]([F:34])([F:33])[C:8]1[N:12]2[N:13]=[C:14]([N:17]3[CH2:22][CH2:21][CH:20]([C:23]4[CH:32]=[CH:31][C:26]([O:27][CH2:28][CH2:29][OH:30])=[CH:25][CH:24]=4)[CH2:19][CH2:18]3)[CH:15]=[CH:16][C:11]2=[N:10][N:9]=1.C(N(CC)CC)C. The catalyst is C(Cl)Cl. The product is [CH3:1][S:2]([O:30][CH2:29][CH2:28][O:27][C:26]1[CH:31]=[CH:32][C:23]([CH:20]2[CH2:21][CH2:22][N:17]([C:14]3[CH:15]=[CH:16][C:11]4[N:12]([C:8]([C:7]([F:6])([F:33])[F:34])=[N:9][N:10]=4)[N:13]=3)[CH2:18][CH2:19]2)=[CH:24][CH:25]=1)(=[O:4])=[O:3]. The yield is 0.980. (6) The reactants are [CH3:1][O:2][C:3]([C:5]1[C:9]([N+:10]([O-:12])=[O:11])=[CH:8][NH:7][N:6]=1)=[O:4].[C:13](=O)([O-])[O-].[Cs+].[Cs+]. The catalyst is CN(C)C=O.IC. The product is [CH3:1][O:2][C:3]([C:5]1[N:6]([CH3:13])[N:7]=[CH:8][C:9]=1[N+:10]([O-:12])=[O:11])=[O:4]. The yield is 0.300. (7) The reactants are [NH2:1][C:2](C(Cl)(Cl)Cl)=[C:3]([C:10]#[N:11])[C:4]([O:6][CH2:7][CH:8]=[CH2:9])=O.CC([O-])=O.[K+].[OH2:21].[NH2:22][NH2:23].C(Cl)Cl. The catalyst is CN(C=O)C.C(#N)C. The product is [NH2:1][C:2]1[C:3]([C:4]([O:6][CH2:7][CH:8]=[CH2:9])=[O:21])=[C:10]([NH2:11])[NH:23][N:22]=1. The yield is 0.410. (8) The reactants are [NH:1]1[C:9]2[C:4](=[CH:5][CH:6]=[CH:7][CH:8]=2)[CH2:3][CH2:2]1.C=O.[BH3-][C:13]#N.[Na+]. The catalyst is CO.CC(O)=O.C(Cl)Cl. The product is [CH3:13][N:1]1[C:9]2[C:4](=[CH:5][CH:6]=[CH:7][CH:8]=2)[CH2:3][CH2:2]1. The yield is 0.870. (9) The reactants are [Br:1][C:2]1[CH:7]=[CH:6][C:5]([NH:8][C:9](=[O:22])[C:10]2[CH:15]=[C:14]([N+:16]([O-])=O)[C:13]([NH:19][CH3:20])=[CH:12][C:11]=2[F:21])=[CH:4][CH:3]=1. The catalyst is [Ni]. The product is [Br:1][C:2]1[CH:3]=[CH:4][C:5]([NH:8][C:9](=[O:22])[C:10]2[CH:15]=[C:14]([NH2:16])[C:13]([NH:19][CH3:20])=[CH:12][C:11]=2[F:21])=[CH:6][CH:7]=1. The yield is 1.00. (10) The reactants are C(=O)([O-])[O-].[K+].[K+].[CH3:7][N:8]=[C:9]=[O:10].[Cl:11][C:12]1[C:13]([O:22][C:23]2[CH:27]=[C:26]([CH2:28][CH3:29])[NH:25][N:24]=2)=[N:14][CH:15]=[C:16]([C:18]([F:21])([F:20])[F:19])[CH:17]=1.Cl. The catalyst is C(OCC)(=O)C. The product is [CH3:7][NH:8][C:9]([N:25]1[C:26]([CH2:28][CH3:29])=[CH:27][C:23]([O:22][C:13]2[C:12]([Cl:11])=[CH:17][C:16]([C:18]([F:21])([F:20])[F:19])=[CH:15][N:14]=2)=[N:24]1)=[O:10]. The yield is 0.807.